Dataset: NCI-60 drug combinations with 297,098 pairs across 59 cell lines. Task: Regression. Given two drug SMILES strings and cell line genomic features, predict the synergy score measuring deviation from expected non-interaction effect. (1) Drug 1: C1=CC(=C2C(=C1NCCNCCO)C(=O)C3=C(C=CC(=C3C2=O)O)O)NCCNCCO. Drug 2: CC1C(C(CC(O1)OC2CC(CC3=C2C(=C4C(=C3O)C(=O)C5=C(C4=O)C(=CC=C5)OC)O)(C(=O)CO)O)N)O.Cl. Cell line: HS 578T. Synergy scores: CSS=35.2, Synergy_ZIP=-7.22, Synergy_Bliss=-9.09, Synergy_Loewe=-4.31, Synergy_HSA=-3.41. (2) Cell line: MOLT-4. Synergy scores: CSS=57.3, Synergy_ZIP=0.724, Synergy_Bliss=2.12, Synergy_Loewe=-21.0, Synergy_HSA=1.80. Drug 2: CC1=C(C(=O)C2=C(C1=O)N3CC4C(C3(C2COC(=O)N)OC)N4)N. Drug 1: CCC(=C(C1=CC=CC=C1)C2=CC=C(C=C2)OCCN(C)C)C3=CC=CC=C3.C(C(=O)O)C(CC(=O)O)(C(=O)O)O. (3) Drug 1: CN(C)C1=NC(=NC(=N1)N(C)C)N(C)C. Drug 2: CN1C(=O)N2C=NC(=C2N=N1)C(=O)N. Cell line: OVCAR-5. Synergy scores: CSS=-3.03, Synergy_ZIP=3.18, Synergy_Bliss=4.65, Synergy_Loewe=-1.49, Synergy_HSA=-0.753. (4) Drug 1: CC1=C(N=C(N=C1N)C(CC(=O)N)NCC(C(=O)N)N)C(=O)NC(C(C2=CN=CN2)OC3C(C(C(C(O3)CO)O)O)OC4C(C(C(C(O4)CO)O)OC(=O)N)O)C(=O)NC(C)C(C(C)C(=O)NC(C(C)O)C(=O)NCCC5=NC(=CS5)C6=NC(=CS6)C(=O)NCCC[S+](C)C)O. Drug 2: B(C(CC(C)C)NC(=O)C(CC1=CC=CC=C1)NC(=O)C2=NC=CN=C2)(O)O. Cell line: SK-MEL-28. Synergy scores: CSS=51.1, Synergy_ZIP=6.19, Synergy_Bliss=3.61, Synergy_Loewe=1.66, Synergy_HSA=4.04. (5) Drug 1: CC1=C2C(C(=O)C3(C(CC4C(C3C(C(C2(C)C)(CC1OC(=O)C(C(C5=CC=CC=C5)NC(=O)C6=CC=CC=C6)O)O)OC(=O)C7=CC=CC=C7)(CO4)OC(=O)C)O)C)OC(=O)C. Drug 2: C1CN(P(=O)(OC1)NCCCl)CCCl. Cell line: OVCAR-5. Synergy scores: CSS=61.2, Synergy_ZIP=16.8, Synergy_Bliss=13.2, Synergy_Loewe=-36.0, Synergy_HSA=13.8. (6) Drug 1: CC1=CC2C(CCC3(C2CCC3(C(=O)C)OC(=O)C)C)C4(C1=CC(=O)CC4)C. Drug 2: CN(CCCl)CCCl.Cl. Cell line: HOP-92. Synergy scores: CSS=2.91, Synergy_ZIP=-1.35, Synergy_Bliss=-2.57, Synergy_Loewe=-26.4, Synergy_HSA=-10.1. (7) Drug 1: CC(C1=C(C=CC(=C1Cl)F)Cl)OC2=C(N=CC(=C2)C3=CN(N=C3)C4CCNCC4)N. Drug 2: C1CC(C1)(C(=O)O)C(=O)O.[NH2-].[NH2-].[Pt+2]. Cell line: 786-0. Synergy scores: CSS=51.5, Synergy_ZIP=0.176, Synergy_Bliss=4.16, Synergy_Loewe=3.97, Synergy_HSA=4.38. (8) Drug 1: CC1C(C(CC(O1)OC2CC(CC3=C2C(=C4C(=C3O)C(=O)C5=C(C4=O)C(=CC=C5)OC)O)(C(=O)CO)O)N)O.Cl. Drug 2: CC(C)CN1C=NC2=C1C3=CC=CC=C3N=C2N. Cell line: DU-145. Synergy scores: CSS=16.1, Synergy_ZIP=-2.40, Synergy_Bliss=-9.63, Synergy_Loewe=-18.2, Synergy_HSA=-8.98. (9) Drug 1: C1CN1P(=S)(N2CC2)N3CC3. Drug 2: CCC(=C(C1=CC=CC=C1)C2=CC=C(C=C2)OCCN(C)C)C3=CC=CC=C3.C(C(=O)O)C(CC(=O)O)(C(=O)O)O. Cell line: LOX IMVI. Synergy scores: CSS=31.0, Synergy_ZIP=-10.5, Synergy_Bliss=-1.41, Synergy_Loewe=-9.99, Synergy_HSA=0.0454. (10) Drug 1: CN1CCC(CC1)COC2=C(C=C3C(=C2)N=CN=C3NC4=C(C=C(C=C4)Br)F)OC. Drug 2: COC1=CC(=CC(=C1O)OC)C2C3C(COC3=O)C(C4=CC5=C(C=C24)OCO5)OC6C(C(C7C(O6)COC(O7)C8=CC=CS8)O)O. Cell line: PC-3. Synergy scores: CSS=23.1, Synergy_ZIP=-5.51, Synergy_Bliss=2.66, Synergy_Loewe=-3.85, Synergy_HSA=5.09.